Dataset: Full USPTO retrosynthesis dataset with 1.9M reactions from patents (1976-2016). Task: Predict the reactants needed to synthesize the given product. (1) The reactants are: [F:1][C:2]1[C:11]([N:12]2[CH2:17][CH2:16][NH:15][CH2:14][CH2:13]2)=[CH:10][C:9]2[NH:8][CH:7]=[C:6]3[C:18](=[O:27])[N:19]([C:21]4[CH:26]=[CH:25][CH:24]=[CH:23][CH:22]=4)[N:20]=[C:5]3[C:4]=2[CH:3]=1.F[C:46]1[C:47](F)=[CH:42]C2C3C(C(=O)N([C:42]4[CH:47]=[CH:46][CH:45]=[CH:44]C=4)N=3)=CN[C:44]=2[CH:45]=1.C1(N2CCNCC2)CCCC1. Given the product [CH:44]1([N:15]2[CH2:14][CH2:13][N:12]([C:11]3[C:2]([F:1])=[CH:3][C:4]4[C:5]5[C:6]([C:18](=[O:27])[N:19]([C:21]6[CH:26]=[CH:25][CH:24]=[CH:23][CH:22]=6)[N:20]=5)=[CH:7][NH:8][C:9]=4[CH:10]=3)[CH2:17][CH2:16]2)[CH2:45][CH2:46][CH2:47][CH2:42]1, predict the reactants needed to synthesize it. (2) Given the product [Cl:1][C:2]1[C:3]([CH2:15][CH2:16][C:17]2[CH:22]=[CH:21][CH:20]=[CH:19][C:18]=2[CH:23]([CH3:27])[C:24]([NH2:26])=[O:25])=[N:4][C:5]([NH:8][C:9]2[CH:13]=[N:12][CH:14]=[CH:29][CH:10]=2)=[N:6][CH:7]=1, predict the reactants needed to synthesize it. The reactants are: [Cl:1][C:2]1[C:3]([CH2:15][CH2:16][C:17]2[CH:22]=[CH:21][CH:20]=[CH:19][C:18]=2[CH:23]([CH3:27])[C:24]([NH2:26])=[O:25])=[N:4][C:5]([NH:8][C:9]2[CH:10]=N[N:12]([CH3:14])[CH:13]=2)=[N:6][CH:7]=1.N[C:29]1C=NC=CC=1.CC1(C)C2C(=C(P(C3C=CC=CC=3)C3C=CC=CC=3)C=CC=2)OC2C(P(C3C=CC=CC=3)C3C=CC=CC=3)=CC=CC1=2.C([O-])([O-])=O.[Cs+].[Cs+].